Dataset: Full USPTO retrosynthesis dataset with 1.9M reactions from patents (1976-2016). Task: Predict the reactants needed to synthesize the given product. Given the product [OH:40][C:31]1([C:34]2[CH:35]=[CH:36][CH:37]=[CH:38][CH:39]=2)[CH2:30][CH2:29][N:28]([C:26]([C@H:25]([NH:24][C:13]([C:12]2[C:6]3[C:7](=[N:8][CH:9]=[C:4]([CH:1]4[CH2:3][CH2:2]4)[N:5]=3)[N:10]([CH2:16][O:17][CH2:18][CH2:19][Si:20]([CH3:23])([CH3:22])[CH3:21])[CH:11]=2)=[O:14])[C:41]([CH3:44])([CH3:43])[CH3:42])=[O:27])[CH2:33][CH2:32]1, predict the reactants needed to synthesize it. The reactants are: [CH:1]1([C:4]2[N:5]=[C:6]3[C:12]([C:13](O)=[O:14])=[CH:11][N:10]([CH2:16][O:17][CH2:18][CH2:19][Si:20]([CH3:23])([CH3:22])[CH3:21])[C:7]3=[N:8][CH:9]=2)[CH2:3][CH2:2]1.[NH2:24][C@H:25]([C:41]([CH3:44])([CH3:43])[CH3:42])[C:26]([N:28]1[CH2:33][CH2:32][C:31]([OH:40])([C:34]2[CH:39]=[CH:38][CH:37]=[CH:36][CH:35]=2)[CH2:30][CH2:29]1)=[O:27].C1C=CC2N(O)N=NC=2C=1.C(Cl)CCl.C(N(CC)C(C)C)(C)C.